The task is: Predict which catalyst facilitates the given reaction.. This data is from Catalyst prediction with 721,799 reactions and 888 catalyst types from USPTO. (1) Reactant: [C:1]([C:3]1[CH:10]=[CH:9][C:6]([CH:7]=O)=[CH:5][CH:4]=1)#[CH:2].Cl.CN.[C:14]([BH3-])#[N:15].[Na+].[OH-].[Na+]. Product: [CH3:14][NH:15][CH2:7][C:6]1[CH:9]=[CH:10][C:3]([C:1]#[CH:2])=[CH:4][CH:5]=1. The catalyst class is: 72. (2) Reactant: C[O:2][C:3](=[O:25])[C@@H:4]([NH:17][C:18]([O:20][C:21]([CH3:24])([CH3:23])[CH3:22])=[O:19])[CH2:5][C:6]1[CH:11]=[CH:10][C:9]([O:12][CH2:13][CH2:14][CH:15]=[CH2:16])=[CH:8][CH:7]=1.[OH-].[Na+].CO. Product: [CH2:13]([O:12][C:9]1[CH:8]=[CH:7][C:6]([CH2:5][C@H:4]([NH:17][C:18]([O:20][C:21]([CH3:24])([CH3:23])[CH3:22])=[O:19])[C:3]([OH:25])=[O:2])=[CH:11][CH:10]=1)[CH2:14][CH:15]=[CH2:16]. The catalyst class is: 20. (3) Reactant: [F:1][C:2]1[CH:7]=[CH:6][C:5]([C:8]2[CH:13]=[C:12]([C:14]3[N:18]4[CH:19]=[CH:20][C:21]([C:23]5[CH:24]=[C:25]([OH:29])[CH:26]=[CH:27][CH:28]=5)=[CH:22][C:17]4=[N:16][CH:15]=3)[CH:11]=[CH:10][N:9]=2)=[CH:4][CH:3]=1.Cl.Cl[CH2:32][CH2:33][CH2:34][N:35]1[CH2:40][CH2:39][CH2:38][CH2:37][CH2:36]1.C(=O)([O-])[O-].[K+].[K+]. Product: [F:1][C:2]1[CH:3]=[CH:4][C:5]([C:8]2[CH:13]=[C:12]([C:14]3[N:18]4[CH:19]=[CH:20][C:21]([C:23]5[CH:28]=[CH:27][CH:26]=[C:25]([O:29][CH2:32][CH2:33][CH2:34][N:35]6[CH2:40][CH2:39][CH2:38][CH2:37][CH2:36]6)[CH:24]=5)=[CH:22][C:17]4=[N:16][CH:15]=3)[CH:11]=[CH:10][N:9]=2)=[CH:6][CH:7]=1. The catalyst class is: 85. (4) Reactant: [CH2:1]([O:10][C@@H:11]1[C@H:15]([OH:16])[C@@H:14]([CH2:17][OH:18])[O:13][C@H:12]1[N:19]1[C:29]2[N:28]=[C:26]([NH2:27])[NH:25][C:23](=[O:24])[C:22]=2[N:21]=[CH:20]1)[CH2:2][CH2:3][CH2:4][CH2:5][CH2:6][CH2:7][CH2:8][CH3:9].C[Si](Cl)(C)C.[C:35](Cl)(=[O:39])[CH:36]([CH3:38])[CH3:37]. Product: [C:35]([NH:27][C:26]1[NH:25][C:23](=[O:24])[C:22]2[N:21]=[CH:20][N:19]([C:29]=2[N:28]=1)[C@@H:12]1[O:13][C@H:14]([CH2:17][OH:18])[C@@H:15]([OH:16])[C@H:11]1[O:10][CH2:1][CH2:2][CH2:3][CH2:4][CH2:5][CH2:6][CH2:7][CH2:8][CH3:9])(=[O:39])[CH:36]([CH3:38])[CH3:37]. The catalyst class is: 17. (5) Reactant: N(C(OC(C)C)=O)=NC(OC(C)C)=O.[OH:15][C:16]1[CH:21]=[CH:20][C:19]([CH2:22][C@H:23]([C:30]2[CH:35]=[CH:34][CH:33]=[CH:32][CH:31]=2)[CH2:24][C:25]([O:27][CH2:28][CH3:29])=[O:26])=[CH:18][CH:17]=1.[CH3:36][NH:37][C:38]1[N:43]=[C:42]([CH:44](O)[CH3:45])[CH:41]=[CH:40][CH:39]=1.C1(P(C2C=CC=CC=2)C2C=CC=CC=2)C=CC=CC=1. Product: [C:30]1([C@@H:23]([CH2:22][C:19]2[CH:18]=[CH:17][C:16]([O:15][CH2:45][CH2:44][C:42]3[CH:41]=[CH:40][CH:39]=[C:38]([NH:37][CH3:36])[N:43]=3)=[CH:21][CH:20]=2)[CH2:24][C:25]([O:27][CH2:28][CH3:29])=[O:26])[CH:31]=[CH:32][CH:33]=[CH:34][CH:35]=1. The catalyst class is: 2. (6) Reactant: [C:1]([O:5][C:6](=[O:14])[NH:7][CH:8]1[CH2:12][O:11][NH:10][C:9]1=[O:13])([CH3:4])([CH3:3])[CH3:2].C(=O)([O-])[O-].[K+].[K+].[I-].[K+].Br[CH2:24][CH3:25]. Product: [C:1]([O:5][C:6](=[O:14])[NH:7][C@@H:8]1[CH2:12][O:11][N:10]([CH2:24][CH3:25])[C:9]1=[O:13])([CH3:4])([CH3:2])[CH3:3]. The catalyst class is: 10. (7) Reactant: C([NH:8][CH2:9][CH2:10][C:11]1[C:19]2[CH:18]=[CH:17][CH:16]=[CH:15][C:14]=2[N:13]2[CH2:20][CH2:21][N:22](CC3C=CC=CC=3)[CH2:23][CH2:24][C:12]=12)C1C=CC=CC=1.C([O-])=O.[NH4+]. Product: [CH2:24]1[C:12]2=[C:11]([CH2:10][CH2:9][NH2:8])[C:19]3[CH:18]=[CH:17][CH:16]=[CH:15][C:14]=3[N:13]2[CH2:20][CH2:21][NH:22][CH2:23]1. The catalyst class is: 19. (8) Reactant: [CH3:1][O:2][C:3]1[CH:13]=[CH:12][C:11]([N+:14]([O-])=O)=[CH:10][C:4]=1[C:5]([O:7][CH2:8][CH3:9])=[O:6].[H][H]. Product: [NH2:14][C:11]1[CH:12]=[CH:13][C:3]([O:2][CH3:1])=[C:4]([CH:10]=1)[C:5]([O:7][CH2:8][CH3:9])=[O:6]. The catalyst class is: 99.